This data is from NCI-60 drug combinations with 297,098 pairs across 59 cell lines. The task is: Regression. Given two drug SMILES strings and cell line genomic features, predict the synergy score measuring deviation from expected non-interaction effect. (1) Drug 1: C1CC(CNC1)C2=CC=C(C=C2)N3C=C4C=CC=C(C4=N3)C(=O)N. Drug 2: C1CCC(C(C1)[NH-])[NH-].C(=O)(C(=O)[O-])[O-].[Pt+4]. Cell line: UACC62. Synergy scores: CSS=20.4, Synergy_ZIP=-9.35, Synergy_Bliss=-14.2, Synergy_Loewe=-14.4, Synergy_HSA=-9.28. (2) Drug 1: CC1C(C(=O)NC(C(=O)N2CCCC2C(=O)N(CC(=O)N(C(C(=O)O1)C(C)C)C)C)C(C)C)NC(=O)C3=C4C(=C(C=C3)C)OC5=C(C(=O)C(=C(C5=N4)C(=O)NC6C(OC(=O)C(N(C(=O)CN(C(=O)C7CCCN7C(=O)C(NC6=O)C(C)C)C)C)C(C)C)C)N)C. Drug 2: C1=CN(C(=O)N=C1N)C2C(C(C(O2)CO)O)O.Cl. Cell line: SW-620. Synergy scores: CSS=35.4, Synergy_ZIP=4.03, Synergy_Bliss=-0.697, Synergy_Loewe=1.14, Synergy_HSA=1.98.